From a dataset of Full USPTO retrosynthesis dataset with 1.9M reactions from patents (1976-2016). Predict the reactants needed to synthesize the given product. (1) Given the product [Cl:9][C:10]1[CH:11]=[C:12]([CH2:16][CH2:17][C:18]2[C:27]3[C:22](=[CH:23][CH:24]=[C:25]([C:28]([C:37]4[CH:42]=[CH:41][C:40]([Cl:43])=[CH:39][CH:38]=4)([OH:36])[C:29]4[N:33]([CH3:34])[CH:32]=[N:31][N:30]=4)[CH:26]=3)[N:21]([CH3:44])[C:20](=[O:45])[CH:19]=2)[CH:13]=[CH:14][CH:15]=1, predict the reactants needed to synthesize it. The reactants are: N([O-])=O.[Na+].[N+]([O-])(O)=O.[Cl:9][C:10]1[CH:11]=[C:12]([CH2:16][CH2:17][C:18]2[C:27]3[C:22](=[CH:23][CH:24]=[C:25]([C:28]([C:37]4[CH:42]=[CH:41][C:40]([Cl:43])=[CH:39][CH:38]=4)([OH:36])[C:29]4[N:33]([CH3:34])[C:32](S)=[N:31][N:30]=4)[CH:26]=3)[N:21]([CH3:44])[C:20](=[O:45])[CH:19]=2)[CH:13]=[CH:14][CH:15]=1. (2) Given the product [ClH:18].[Br:1][C:2]1[CH:3]=[C:4]([CH2:9][CH2:10][C:11](=[NH:19])[NH2:12])[CH:5]=[CH:6][C:7]=1[F:8], predict the reactants needed to synthesize it. The reactants are: [Br:1][C:2]1[CH:3]=[C:4]([CH2:9][CH2:10][C:11]#[N:12])[CH:5]=[CH:6][C:7]=1[F:8].CO.C([Cl:18])(=O)C.[NH3:19]. (3) Given the product [O:9]=[C:8]([C:19]1[CH:24]=[CH:23][CH:22]=[CH:21][CH:20]=1)[CH2:7][CH:6]([NH:5][C:3](=[O:4])[C:2]([F:14])([F:13])[F:1])[C:11]([OH:10])=[O:12], predict the reactants needed to synthesize it. The reactants are: [F:1][C:2]([F:14])([F:13])[C:3]([NH:5][CH:6]1[C:11](=[O:12])[O:10][C:8](=[O:9])[CH2:7]1)=[O:4].[Cl-].[Al+3].[Cl-].[Cl-].[CH:19]1[CH:24]=[CH:23][CH:22]=[CH:21][CH:20]=1. (4) The reactants are: [Br:1][C:2]1[CH:7]=[CH:6][CH:5]=[CH:4][C:3]=1[C@H:8]1[O:10][C@@H:9]1[CH2:11][OH:12].[F:13][C:14]1[CH:15]=[CH:16][CH:17]=[C:18]2[C:22]=1[NH:21][CH2:20][C:19]2([CH3:24])[CH3:23].[Cl-].[NH4+]. Given the product [Br:1][C:2]1[CH:7]=[CH:6][CH:5]=[CH:4][C:3]=1[C@H:8]([N:21]1[C:22]2[C:18](=[CH:17][CH:16]=[CH:15][C:14]=2[F:13])[C:19]([CH3:24])([CH3:23])[CH2:20]1)[C@H:9]([OH:10])[CH2:11][OH:12], predict the reactants needed to synthesize it. (5) Given the product [C:33]1([C:2]2[C:10]3[C:5](=[N:6][CH:7]=[C:8]([N:11]4[CH2:14][CH:13]([NH:15][C:16](=[O:22])[O:17][C:18]([CH3:21])([CH3:20])[CH3:19])[CH2:12]4)[CH:9]=3)[N:4]([S:23]([C:26]3[CH:32]=[CH:31][C:29]([CH3:30])=[CH:28][CH:27]=3)(=[O:25])=[O:24])[CH:3]=2)[CH:38]=[CH:37][CH:36]=[CH:35][CH:34]=1, predict the reactants needed to synthesize it. The reactants are: I[C:2]1[C:10]2[C:5](=[N:6][CH:7]=[C:8]([N:11]3[CH2:14][CH:13]([NH:15][C:16](=[O:22])[O:17][C:18]([CH3:21])([CH3:20])[CH3:19])[CH2:12]3)[CH:9]=2)[N:4]([S:23]([C:26]2[CH:32]=[CH:31][C:29]([CH3:30])=[CH:28][CH:27]=2)(=[O:25])=[O:24])[CH:3]=1.[C:33]1(B(O)O)[CH:38]=[CH:37][CH:36]=[CH:35][CH:34]=1.C(=O)([O-])[O-].[K+].[K+]. (6) Given the product [CH3:18][O:19][C:20]1[CH:27]=[CH:26][C:23]([CH2:24][N:15]2[C:7]3[N:8]=[C:9]([S:13][CH3:14])[N:10]=[C:11]([CH3:12])[C:6]=3[CH:5]=[C:4]([Br:3])[C:16]2=[O:17])=[CH:22][CH:21]=1, predict the reactants needed to synthesize it. The reactants are: [H-].[Na+].[Br:3][C:4]1[C:16](=[O:17])[NH:15][C:7]2[N:8]=[C:9]([S:13][CH3:14])[N:10]=[C:11]([CH3:12])[C:6]=2[CH:5]=1.[CH3:18][O:19][C:20]1[CH:27]=[CH:26][C:23]([CH2:24]Cl)=[CH:22][CH:21]=1. (7) Given the product [Br:1][C:2]1[CH:3]=[C:4]2[C:8](=[CH:9][CH:10]=1)[CH2:7][C@H:6]([NH2:11])[CH2:5]2, predict the reactants needed to synthesize it. The reactants are: [Br:1][C:2]1[CH:3]=[C:4]2[C:8](=[CH:9][CH:10]=1)[CH2:7][CH:6]([NH2:11])[CH2:5]2.